From a dataset of Full USPTO retrosynthesis dataset with 1.9M reactions from patents (1976-2016). Predict the reactants needed to synthesize the given product. (1) Given the product [CH:12]1([C:15]2[NH:19][C:18]3[CH:20]=[C:21]([C:25]4[C:26]([CH3:31])=[N:27][O:28][C:29]=4[CH3:30])[CH:22]=[C:23]([C:3]4[C:4]([CH3:8])=[CH:5][CH:6]=[CH:7][C:2]=4[CH3:1])[C:17]=3[N:16]=2)[CH2:14][CH2:13]1, predict the reactants needed to synthesize it. The reactants are: [CH3:1][C:2]1[CH:7]=[CH:6][CH:5]=[C:4]([CH3:8])[C:3]=1B(O)O.[CH:12]1([C:15]2[NH:19][C:18]3[CH:20]=[C:21]([C:25]4[C:26]([CH3:31])=[N:27][O:28][C:29]=4[CH3:30])[CH:22]=[C:23](I)[C:17]=3[N:16]=2)[CH2:14][CH2:13]1.C(=O)([O-])[O-].[Cs+].[Cs+]. (2) Given the product [C:39]([O:42][C:43]([N:25]1[C:26]2[C:22](=[CH:21][CH:20]=[C:19]([O:18][Si:1]([C:14]([CH3:17])([CH3:15])[CH3:16])([C:2]3[CH:3]=[CH:4][CH:5]=[CH:6][CH:7]=3)[C:8]3[CH:9]=[CH:10][CH:11]=[CH:12][CH:13]=3)[CH:27]=2)[C:23]([CH:28]2[CH2:30][CH2:29]2)=[N:24]1)=[O:44])([CH3:41])([CH3:40])[CH3:38], predict the reactants needed to synthesize it. The reactants are: [Si:1]([O:18][C:19]1[CH:27]=[C:26]2[C:22]([C:23]([CH:28]3[CH2:30][CH2:29]3)=[N:24][NH:25]2)=[CH:21][CH:20]=1)([C:14]([CH3:17])([CH3:16])[CH3:15])([C:8]1[CH:13]=[CH:12][CH:11]=[CH:10][CH:9]=1)[C:2]1[CH:7]=[CH:6][CH:5]=[CH:4][CH:3]=1.C(N(CC)CC)C.[CH3:38][C:39]([O:42][C:43](O[C:43]([O:42][C:39]([CH3:41])([CH3:40])[CH3:38])=[O:44])=[O:44])([CH3:41])[CH3:40]. (3) Given the product [CH3:1][O:2][C:3]([CH:5]1[CH2:7][CH:6]1[C:8]1[CH:9]=[C:10]([F:23])[C:11]([OH:15])=[C:12]([F:14])[CH:13]=1)=[O:4], predict the reactants needed to synthesize it. The reactants are: [CH3:1][O:2][C:3]([CH:5]1[CH2:7][CH:6]1[C:8]1[CH:13]=[C:12]([F:14])[C:11]([O:15]CC2C=CC=CC=2)=[C:10]([F:23])[CH:9]=1)=[O:4].